Dataset: Catalyst prediction with 721,799 reactions and 888 catalyst types from USPTO. Task: Predict which catalyst facilitates the given reaction. (1) Reactant: [NH2:1][C:2]1[CH:7]=[C:6]([N+:8]([O-:10])=[O:9])[CH:5]=[CH:4][C:3]=1[CH3:11].[N+:12]([O-:15])([OH:14])=[O:13].[N:16]#[C:17][NH2:18].O. Product: [N+:12]([O-:15])([OH:14])=[O:13].[CH3:11][C:3]1[CH:4]=[CH:5][C:6]([N+:8]([O-:10])=[O:9])=[CH:7][C:2]=1[NH:1][C:17]([NH2:18])=[NH:16]. The catalyst class is: 51. (2) Reactant: [Br:1][C:2]1[CH:3]=[C:4]([NH2:22])[C:5]([N:9]([CH:14]2[CH2:19][CH2:18][C:17]([F:21])([F:20])[CH2:16][CH2:15]2)[CH2:10][CH:11]([CH3:13])[CH3:12])=[CH:6][C:7]=1[F:8].[CH2:23]1[O:31][C:30]2[CH:29]=[CH:28][C:27]([N:32]=[C:33]=[O:34])=[CH:26][C:25]=2[O:24]1. Product: [O:31]1[C:30]2[CH:29]=[CH:28][C:27]([NH:32][C:33]([NH:22][C:4]3[CH:3]=[C:2]([Br:1])[C:7]([F:8])=[CH:6][C:5]=3[N:9]([CH:14]3[CH2:19][CH2:18][C:17]([F:20])([F:21])[CH2:16][CH2:15]3)[CH2:10][CH:11]([CH3:13])[CH3:12])=[O:34])=[CH:26][C:25]=2[O:24][CH2:23]1. The catalyst class is: 7. (3) Reactant: Br[C:2]1[C:3]([C:8]#[N:9])=[N:4][N:5]([CH3:7])[CH:6]=1.[O:10]1[CH2:14][CH2:13][C@H:12]([N:15]2[C:23]3[CH2:22][CH2:21][N:20]([C:24](=[O:26])[CH3:25])[CH2:19][C:18]=3[C:17]([N:27]3[C:36]4[C:31](=[CH:32][C:33](B5OC(C)(C)C(C)(C)O5)=[CH:34][CH:35]=4)[CH2:30][CH2:29][CH2:28]3)=[N:16]2)[CH2:11]1.C([O-])([O-])=O.[Na+].[Na+].ClCCl. Product: [C:24]([N:20]1[CH2:21][CH2:22][C:23]2[N:15]([C@H:12]3[CH2:13][CH2:14][O:10][CH2:11]3)[N:16]=[C:17]([N:27]3[C:36]4[C:31](=[CH:32][C:33]([C:2]5[C:3]([C:8]#[N:9])=[N:4][N:5]([CH3:7])[CH:6]=5)=[CH:34][CH:35]=4)[CH2:30][CH2:29][CH2:28]3)[C:18]=2[CH2:19]1)(=[O:26])[CH3:25]. The catalyst class is: 117. (4) Reactant: C(N(C(C)C)CC)(C)C.[CH3:10][O:11][C:12]1[N:13]=[CH:14][C:15]2[CH:21]=[C:20]([C:22]([NH:24][C:25]3[CH:26]=[C:27]([CH:31]=[CH:32][C:33]=3[CH3:34])[C:28]([OH:30])=O)=[O:23])[C:19](=[O:35])[NH:18][C:16]=2[N:17]=1.CN(C(ON1N=NC2C=CC=NC1=2)=[N+](C)C)C.F[P-](F)(F)(F)(F)F.[Cl:60][C:61]1[CH:62]=[C:63]([CH:66]=[CH:67][CH:68]=1)[CH2:64][NH2:65]. Product: [Cl:60][C:61]1[CH:62]=[C:63]([CH:66]=[CH:67][CH:68]=1)[CH2:64][NH:65][C:28]([C:27]1[CH:31]=[CH:32][C:33]([CH3:34])=[C:25]([NH:24][C:22]([C:20]2[C:19](=[O:35])[NH:18][C:16]3[N:17]=[C:12]([O:11][CH3:10])[N:13]=[CH:14][C:15]=3[CH:21]=2)=[O:23])[CH:26]=1)=[O:30]. The catalyst class is: 3. (5) Reactant: C([O:4][CH:5]1[C:9]2=[N:10][CH:11]=[C:12]([NH:32][C:33]([C:35]3[CH:40]=[CH:39][C:38]([F:41])=[C:37]([C:42]4[C:47]([F:48])=[CH:46][C:45]([C:49]([OH:52])([CH3:51])[CH3:50])=[CH:44][C:43]=4[F:53])[N:36]=3)=[O:34])[C:13]([N:14]3[CH2:19][C@H:18]([C:20]([F:23])([F:22])[F:21])[CH2:17][C@H:16]([NH:24]C(OC(C)(C)C)=O)[CH2:15]3)=[C:8]2[CH2:7][CH2:6]1)(=O)C.[OH-].[Na+].Cl.O1CCOCC1. Product: [NH2:24][C@H:16]1[CH2:17][C@@H:18]([C:20]([F:21])([F:22])[F:23])[CH2:19][N:14]([C:13]2[C:12]([NH:32][C:33]([C:35]3[CH:40]=[CH:39][C:38]([F:41])=[C:37]([C:42]4[C:43]([F:53])=[CH:44][C:45]([C:49]([OH:52])([CH3:51])[CH3:50])=[CH:46][C:47]=4[F:48])[N:36]=3)=[O:34])=[CH:11][N:10]=[C:9]3[CH:5]([OH:4])[CH2:6][CH2:7][C:8]=23)[CH2:15]1. The catalyst class is: 92.